Dataset: Reaction yield outcomes from USPTO patents with 853,638 reactions. Task: Predict the reaction yield, written as a fraction of the theoretical maximum amount of product (1.0 means a 100% yield; for example, 0.34 means a 34% yield). (1) The catalyst is O1CCOCC1.O.C1C=CC(/C=C/C(/C=C/C2C=CC=CC=2)=O)=CC=1.C1C=CC(/C=C/C(/C=C/C2C=CC=CC=2)=O)=CC=1.C1C=CC(/C=C/C(/C=C/C2C=CC=CC=2)=O)=CC=1.[Pd].[Pd]. The yield is 0.400. The product is [F:49][C:46]1[C:47]2[CH:48]=[C:40]3[C:39]4[N:52]=[C:35]([C:16]5[C:17]([N:19]([CH3:24])[S:20]([CH3:23])(=[O:22])=[O:21])=[CH:18][C:8]6[O:7][C:6]([N:1]7[CH:5]=[CH:4][N:3]=[CH:2]7)=[C:10]([C:11]([NH:13][CH3:14])=[O:12])[C:9]=6[CH:15]=5)[CH:36]=[CH:37][C:38]=4[O:51][CH2:50][N:41]3[C:42]=2[CH:43]=[CH:44][CH:45]=1. The reactants are [N:1]1([C:6]2[O:7][C:8]3[CH:18]=[C:17]([N:19]([CH3:24])[S:20]([CH3:23])(=[O:22])=[O:21])[C:16](B4OC(C)(C)C(C)(C)O4)=[CH:15][C:9]=3[C:10]=2[C:11]([NH:13][CH3:14])=[O:12])[CH:5]=[CH:4][N:3]=[CH:2]1.Cl[C:35]1[CH:36]=[CH:37][C:38]2[O:51][CH2:50][N:41]3[C:42]4[CH:43]=[CH:44][CH:45]=[C:46]([F:49])[C:47]=4[CH:48]=[C:40]3[C:39]=2[N:52]=1.C([O-])([O-])=O.[K+].[K+].CC(C1C=C(C(C)C)C(C2C=CC=CC=2P(C2CCCCC2)C2CCCCC2)=C(C(C)C)C=1)C. (2) The reactants are [C:1]1([CH:7]([C:23]2[CH:28]=[CH:27][CH:26]=[CH:25][CH:24]=2)[O:8][C:9]2[CH:18]=[CH:17][C:12]([C:13](OC)=[O:14])=[CH:11][C:10]=2[CH2:19][CH:20]([CH3:22])[CH3:21])[CH:6]=[CH:5][CH:4]=[CH:3][CH:2]=1.[H-].[Al+3].[Li+].[H-].[H-].[H-].O.O.O.O.O.O.O.O.O.O.S([O-])([O-])(=O)=O.[Na+].[Na+]. The catalyst is O1CCCC1. The product is [C:1]1([CH:7]([C:23]2[CH:28]=[CH:27][CH:26]=[CH:25][CH:24]=2)[O:8][C:9]2[CH:18]=[CH:17][C:12]([CH2:13][OH:14])=[CH:11][C:10]=2[CH2:19][CH:20]([CH3:22])[CH3:21])[CH:6]=[CH:5][CH:4]=[CH:3][CH:2]=1. The yield is 1.00. (3) The reactants are [Si:1]([O:8]S(C(F)(F)F)(=O)=O)([C:4]([CH3:7])([CH3:6])[CH3:5])([CH3:3])[CH3:2].O[C@@H:17]1[N:23]([C:24]([O:26][CH2:27][CH:28]=[CH2:29])=[O:25])[C:22]2[CH:30]=[C:31]([O:36][Si:37]([CH:44]([CH3:46])[CH3:45])([CH:41]([CH3:43])[CH3:42])[CH:38]([CH3:40])[CH3:39])[C:32]([O:34][CH3:35])=[CH:33][C:21]=2[C:20](=[O:47])[N:19]2[CH:48]=[C:49]([CH3:51])[CH2:50][C@@H:18]12.N1C(C)=CC=CC=1C. The catalyst is ClCCl. The product is [Si:1]([O:8][C@@H:17]1[N:23]([C:24]([O:26][CH2:27][CH:28]=[CH2:29])=[O:25])[C:22]2[CH:30]=[C:31]([O:36][Si:37]([CH:41]([CH3:42])[CH3:43])([CH:44]([CH3:46])[CH3:45])[CH:38]([CH3:39])[CH3:40])[C:32]([O:34][CH3:35])=[CH:33][C:21]=2[C:20](=[O:47])[N:19]2[CH:48]=[C:49]([CH3:51])[CH2:50][C@@H:18]12)([C:4]([CH3:7])([CH3:6])[CH3:5])([CH3:3])[CH3:2]. The yield is 0.850. (4) The reactants are [F:1][C:2]1[N:7]=[C:6]([NH2:8])[CH:5]=[CH:4][CH:3]=1.ClC(Cl)(Cl)[C:11](=[O:13])[CH3:12].[CH3:16]OCCOC. No catalyst specified. The product is [F:1][C:2]1[N:7]2[CH:16]=[C:12]([CH:11]=[O:13])[N:8]=[C:6]2[CH:5]=[CH:4][CH:3]=1. The yield is 0.340. (5) The reactants are [CH3:1][C:2]1[CH:7]=[CH:6][C:5]([S:8]([O:11][CH2:12][CH:13]2[CH2:17][C:16]3[CH:18]=[CH:19][CH:20]=[C:21](Br)[C:15]=3[O:14]2)(=[O:10])=[O:9])=[CH:4][CH:3]=1.[Cl:23][C:24]1[CH:29]=[CH:28][CH:27]=[CH:26][C:25]=1B(O)O.C(=O)([O-])[O-].[K+].[K+]. The catalyst is CC1C=CC=CC=1[P](C1C=CC=CC=1C)([Pd](Cl)(Cl)[P](C1=C(C)C=CC=C1)(C1C=CC=CC=1C)C1C=CC=CC=1C)C1C=CC=CC=1C. The product is [CH3:1][C:2]1[CH:7]=[CH:6][C:5]([S:8]([O:11][CH2:12][CH:13]2[CH2:17][C:16]3[CH:18]=[CH:19][CH:20]=[C:21]([C:25]4[CH:26]=[CH:27][CH:28]=[CH:29][C:24]=4[Cl:23])[C:15]=3[O:14]2)(=[O:10])=[O:9])=[CH:4][CH:3]=1. The yield is 0.700. (6) The reactants are [O:1]1[C:5]2[CH:6]=[CH:7][CH:8]=[CH:9][C:4]=2[N:3]=[C:2]1[S:10][CH2:11][CH2:12][N:13]1[CH2:18][CH2:17][N:16]([CH2:19][C:20]([NH:22][C:23]2[C:28]([CH:29]([CH3:31])[CH3:30])=[CH:27][CH:26]=[C:25](N)[C:24]=2[CH:33]([CH3:35])[CH3:34])=[O:21])[CH2:15][CH2:14]1.N([O-])=[O:37].[Na+].O.C(=O)(O)[O-].[Na+]. The catalyst is S(=O)(=O)(O)O. The product is [O:1]1[C:5]2[CH:6]=[CH:7][CH:8]=[CH:9][C:4]=2[N:3]=[C:2]1[S:10][CH2:11][CH2:12][N:13]1[CH2:14][CH2:15][N:16]([CH2:19][C:20]([NH:22][C:23]2[C:28]([CH:29]([CH3:31])[CH3:30])=[CH:27][CH:26]=[C:25]([OH:37])[C:24]=2[CH:33]([CH3:35])[CH3:34])=[O:21])[CH2:17][CH2:18]1. The yield is 0.890. (7) The reactants are [CH3:1][O:2][C:3]1[CH:8]=[CH:7][C:6]([O:9][CH3:10])=[CH:5][C:4]=1[C:11]1[C:12](=[O:23])[O:13][C:14]2[C:19]([C:20]=1[CH3:21])=[CH:18][CH:17]=[C:16]([OH:22])[CH:15]=2.[I-].C[N+]1C=CN([C:31](=[O:40])[N:32]([CH3:39])[C:33]2[CH:38]=[CH:37][CH:36]=[CH:35][CH:34]=2)C=1. No catalyst specified. The product is [CH3:1][O:2][C:3]1[CH:8]=[CH:7][C:6]([O:9][CH3:10])=[CH:5][C:4]=1[C:11]1[C:12](=[O:23])[O:13][C:14]2[C:19]([C:20]=1[CH3:21])=[CH:18][CH:17]=[C:16]([O:22][C:31](=[O:40])[N:32]([CH3:39])[C:33]1[CH:38]=[CH:37][CH:36]=[CH:35][CH:34]=1)[CH:15]=2. The yield is 0.130. (8) The reactants are [CH3:1][N:2]1[CH2:7][CH2:6][CH:5]([NH:8][C:9]([C:11]2[C:19]3[O:18][CH2:17][O:16][C:15]=3[C:14]([N+:20]([O-])=O)=[CH:13][CH:12]=2)=[O:10])[CH2:4][CH2:3]1. The catalyst is CO. The product is [NH2:20][C:14]1[C:15]2[O:16][CH2:17][O:18][C:19]=2[C:11]([C:9]([NH:8][CH:5]2[CH2:6][CH2:7][N:2]([CH3:1])[CH2:3][CH2:4]2)=[O:10])=[CH:12][CH:13]=1. The yield is 0.960. (9) The reactants are [CH3:1][C:2]1([CH3:20])[CH2:6][C:5]2[C:7]([CH3:19])=[C:8]([N:13]3[CH2:18][CH2:17][NH:16][CH2:15][CH2:14]3)[C:9]([CH3:12])=[C:10]([CH3:11])[C:4]=2[O:3]1.Br[C:22]1[CH:27]=[CH:26][C:25]([S:28][CH3:29])=[CH:24][CH:23]=1. No catalyst specified. The product is [CH3:29][S:28][C:25]1[CH:26]=[CH:27][C:22]([N:16]2[CH2:15][CH2:14][N:13]([C:8]3[C:9]([CH3:12])=[C:10]([CH3:11])[C:4]4[O:3][C:2]([CH3:20])([CH3:1])[CH2:6][C:5]=4[C:7]=3[CH3:19])[CH2:18][CH2:17]2)=[CH:23][CH:24]=1. The yield is 0.600.